Dataset: Full USPTO retrosynthesis dataset with 1.9M reactions from patents (1976-2016). Task: Predict the reactants needed to synthesize the given product. (1) Given the product [CH3:36][O:35][CH2:34][CH2:33][CH2:32][O:31][C:28]1[CH:27]=[CH:26][C:25]([CH2:24][C@H:20]([NH:19][C:17]([C@@H:12]2[CH2:13][CH2:14][CH2:15][CH2:16][N:11]2[S:8]([C:4]2[CH:5]=[CH:6][CH:7]=[C:2]([F:1])[CH:3]=2)(=[O:10])=[O:9])=[O:18])[C:21](=[O:22])[NH:38][CH3:37])=[CH:30][CH:29]=1, predict the reactants needed to synthesize it. The reactants are: [F:1][C:2]1[CH:3]=[C:4]([S:8]([N:11]2[CH2:16][CH2:15][CH2:14][CH2:13][C@H:12]2[C:17]([NH:19][C@@H:20]([CH2:24][C:25]2[CH:30]=[CH:29][C:28]([O:31][CH2:32][CH2:33][CH2:34][O:35][CH3:36])=[CH:27][CH:26]=2)[C:21](O)=[O:22])=[O:18])(=[O:10])=[O:9])[CH:5]=[CH:6][CH:7]=1.[CH3:37][NH2:38].C1COCC1.O. (2) Given the product [F:1][C:2]1[C:3]([CH2:22][OH:23])=[CH:4][N:5]([S:13]([C:16]2[CH:17]=[CH:18][CH:19]=[CH:20][CH:21]=2)(=[O:15])=[O:14])[C:6]=1[C:7]1[CH:8]=[CH:9][CH:10]=[CH:11][CH:12]=1, predict the reactants needed to synthesize it. The reactants are: [F:1][C:2]1[C:3]([C:22](OCC)=[O:23])=[CH:4][N:5]([S:13]([C:16]2[CH:21]=[CH:20][CH:19]=[CH:18][CH:17]=2)(=[O:15])=[O:14])[C:6]=1[C:7]1[CH:12]=[CH:11][CH:10]=[CH:9][CH:8]=1.[H-].C([Al+]CC(C)C)C(C)C.Cl.